From a dataset of Forward reaction prediction with 1.9M reactions from USPTO patents (1976-2016). Predict the product of the given reaction. (1) Given the reactants COC1C=CC(C[N:8]2[CH:17]=[C:16]3[C:10]([CH:11]([C:29]([F:32])([F:31])[F:30])[O:12][CH2:13][C:14]4[S:20][C:19]([NH:21][C:22]5[N:27]=[C:26]([CH3:28])[CH:25]=[CH:24][N:23]=5)=[N:18][C:15]=43)=[N:9]2)=CC=1, predict the reaction product. The product is: [CH3:28][C:26]1[CH:25]=[CH:24][N:23]=[C:22]([NH:21][C:19]2[S:20][C:14]3[CH2:13][O:12][CH:11]([C:29]([F:30])([F:32])[F:31])[C:10]4[C:16](=[CH:17][NH:8][N:9]=4)[C:15]=3[N:18]=2)[N:27]=1. (2) Given the reactants CCN(S(F)(F)[F:7])CC.O[C@@H:11]1[CH2:15][CH2:14][N:13]([C:16]([O:18][C:19]([CH3:22])([CH3:21])[CH3:20])=[O:17])[C@@H:12]1[C:23](=[O:42])[NH:24][CH2:25][C:26]1[CH:31]=[C:30]([C:32]2[CH:33]=[N:34][C:35]([C:38]([F:41])([F:40])[F:39])=[CH:36][CH:37]=2)[N:29]=[CH:28][N:27]=1, predict the reaction product. The product is: [F:7][C@H:11]1[CH2:15][CH2:14][N:13]([C:16]([O:18][C:19]([CH3:21])([CH3:20])[CH3:22])=[O:17])[C@@H:12]1[C:23](=[O:42])[NH:24][CH2:25][C:26]1[CH:31]=[C:30]([C:32]2[CH:33]=[N:34][C:35]([C:38]([F:40])([F:39])[F:41])=[CH:36][CH:37]=2)[N:29]=[CH:28][N:27]=1. (3) Given the reactants [N:1]1([C:5]([C:7]2[CH:31]=[CH:30][C:10]([O:11][C:12]3[CH:13]=[C:14]([CH:18]=[C:19]([O:21][C@@H:22]([CH3:29])[CH2:23][O:24][C:25]([CH3:28])([CH3:27])[CH3:26])[CH:20]=3)[C:15]([OH:17])=O)=[CH:9][CH:8]=2)=[O:6])[CH2:4][CH2:3][CH2:2]1.Cl[C:33]1[N:38]=C(OC)N=C(OC)[N:34]=1.C[N:44]1[CH2:49][CH2:48]OC[CH2:45]1.CNN1C=CC=N1, predict the reaction product. The product is: [N:1]1([C:5]([C:7]2[CH:8]=[CH:9][C:10]([O:11][C:12]3[CH:13]=[C:14]([CH:18]=[C:19]([O:21][C@@H:22]([CH3:29])[CH2:23][O:24][C:25]([CH3:26])([CH3:27])[CH3:28])[CH:20]=3)[C:15]([NH:38][C:33]3[CH:48]=[CH:49][N:44]([CH3:45])[N:34]=3)=[O:17])=[CH:30][CH:31]=2)=[O:6])[CH2:4][CH2:3][CH2:2]1. (4) Given the reactants Cl.Cl.[O:3]1[C:9]2[CH:10]=[CH:11][C:12]([C:14]3[CH:15]=[C:16]([NH2:21])[C:17]([NH2:20])=[N:18][CH:19]=3)=[CH:13][C:8]=2[CH2:7][NH:6][CH2:5][CH2:4]1.Cl[C:23]1[C:32]2[CH2:31][C:30]([CH3:34])([CH3:33])[CH:29]=[CH:28][C:27]=2[N:26]=[CH:25][N:24]=1.C(N(C(C)C)CC)(C)C, predict the reaction product. The product is: [CH3:33][C:30]1([CH3:34])[CH:29]=[CH:28][C:27]2[N:26]=[CH:25][N:24]=[C:23]([N:6]3[CH2:7][C:8]4[CH:13]=[C:12]([C:14]5[CH:15]=[C:16]([NH2:21])[C:17]([NH2:20])=[N:18][CH:19]=5)[CH:11]=[CH:10][C:9]=4[O:3][CH2:4][CH2:5]3)[C:32]=2[CH2:31]1. (5) Given the reactants [NH2:1][C:2]1[O:6][N:5]=[C:4]([CH3:7])[C:3]=1[Br:8].[Cl:9][C:10]1[CH:11]=[C:12]([S:17](Cl)(=[O:19])=[O:18])[CH:13]=[CH:14][C:15]=1[Cl:16], predict the reaction product. The product is: [Cl:9][C:10]1[CH:11]=[C:12]([S:17]([NH:1][C:2]2[O:6][N:5]=[C:4]([CH3:7])[C:3]=2[Br:8])(=[O:18])=[O:19])[CH:13]=[CH:14][C:15]=1[Cl:16]. (6) Given the reactants [Br:1][C:2]1[CH:7]=[C:6]([CH3:8])[C:5]([OH:9])=[C:4]([CH3:10])[C:3]=1[CH3:11].[C:12](=O)([O-])[O-].[K+].[K+].CI, predict the reaction product. The product is: [Br:1][C:2]1[CH:7]=[C:6]([CH3:8])[C:5]([O:9][CH3:12])=[C:4]([CH3:10])[C:3]=1[CH3:11]. (7) Given the reactants [Cl:1][C:2]1[CH:3]=[C:4]([C@@H:8]([OH:33])[CH2:9][NH:10][CH2:11][CH2:12][C:13]2[CH:18]=[CH:17][C:16]([S:19]([C:22]3[CH:23]=[C:24]([CH:30]=[CH:31][CH:32]=3)[C:25]([O:27]CC)=[O:26])(=[O:21])=[O:20])=[CH:15][CH:14]=2)[CH:5]=[CH:6][CH:7]=1.[OH-].[Na+], predict the reaction product. The product is: [ClH:1].[Cl:1][C:2]1[CH:3]=[C:4]([C@@H:8]([OH:33])[CH2:9][NH:10][CH2:11][CH2:12][C:13]2[CH:14]=[CH:15][C:16]([S:19]([C:22]3[CH:23]=[C:24]([CH:30]=[CH:31][CH:32]=3)[C:25]([OH:27])=[O:26])(=[O:20])=[O:21])=[CH:17][CH:18]=2)[CH:5]=[CH:6][CH:7]=1. (8) Given the reactants Cl[C:2]1[CH:7]=[CH:6][C:5]([S:8]([N:11]2[C:19]3[C:14](=[CH:15][C:16]([F:20])=[CH:17][CH:18]=3)[CH:13]=[CH:12]2)(=[O:10])=[O:9])=[CH:4][CH:3]=1.[NH:21]1[CH2:26][CH2:25][NH:24][CH2:23][CH2:22]1, predict the reaction product. The product is: [F:20][C:16]1[CH:15]=[C:14]2[C:19](=[CH:18][CH:17]=1)[N:11]([S:8]([C:5]1[CH:6]=[CH:7][C:2]([N:21]3[CH2:26][CH2:25][NH:24][CH2:23][CH2:22]3)=[CH:3][CH:4]=1)(=[O:10])=[O:9])[CH:12]=[CH:13]2. (9) The product is: [CH3:18][C:3]1[C:4]([C:12]2[CH:17]=[CH:16][CH:15]=[CH:14][N:13]=2)=[N:5][C:6]2[C:11]([C:2]=1[N:33]1[C:27]3[C:28](=[N:29][CH:30]=[C:25]([N:22]4[CH2:23][CH2:24][O:19][CH2:20][CH2:21]4)[CH:26]=3)[C:31]3([CH2:38][CH2:37][O:36][CH2:35][CH2:34]3)[CH2:32]1)=[CH:10][CH:9]=[N:8][CH:7]=2. Given the reactants Cl[C:2]1[C:11]2[C:6](=[CH:7][N:8]=[CH:9][CH:10]=2)[N:5]=[C:4]([C:12]2[CH:17]=[CH:16][CH:15]=[CH:14][N:13]=2)[C:3]=1[CH3:18].[O:19]1[CH2:24][CH2:23][N:22]([C:25]2[CH:26]=[C:27]3[NH:33][CH2:32][C:31]4([CH2:38][CH2:37][O:36][CH2:35][CH2:34]4)[C:28]3=[N:29][CH:30]=2)[CH2:21][CH2:20]1.CC(C)([O-])C.[Na+], predict the reaction product.